Dataset: Full USPTO retrosynthesis dataset with 1.9M reactions from patents (1976-2016). Task: Predict the reactants needed to synthesize the given product. (1) Given the product [N+:1]([C:4]1[CH:10]=[CH:9][C:7]([N:8]=[N:11][C:18]2[CH:17]=[C:16]([CH3:15])[CH:21]=[CH:20][C:19]=2[SH:22])=[CH:6][CH:5]=1)([O-:3])=[O:2], predict the reactants needed to synthesize it. The reactants are: [N+:1]([C:4]1[CH:10]=[CH:9][C:7]([NH2:8])=[CH:6][CH:5]=1)([O-:3])=[O:2].[N:11]([O-])=O.[Na+].[CH3:15][C:16]1[CH:21]=[CH:20][C:19]([SH:22])=[CH:18][CH:17]=1. (2) Given the product [ClH:34].[CH3:3][O:4][C:5]1[CH:6]=[C:7]2[C:12](=[CH:13][C:14]=1[O:15][CH3:16])[N:11]=[CH:10][CH:9]=[C:8]2[O:17][C:18]1[CH:23]=[CH:22][C:21]([NH:24][C:25]([NH:27][CH2:28][CH2:29][C:30]([CH3:33])([CH3:32])[CH3:31])=[O:26])=[CH:20][CH:19]=1, predict the reactants needed to synthesize it. The reactants are: CO.[CH3:3][O:4][C:5]1[CH:6]=[C:7]2[C:12](=[CH:13][C:14]=1[O:15][CH3:16])[N:11]=[CH:10][CH:9]=[C:8]2[O:17][C:18]1[CH:23]=[CH:22][C:21]([NH:24][C:25]([NH:27][CH2:28][CH2:29][C:30]([CH3:33])([CH3:32])[CH3:31])=[O:26])=[CH:20][CH:19]=1.[ClH:34].CO. (3) The reactants are: [CH2:1]([CH:3]1[O:5][CH2:4]1)Cl.[OH:6][C:7]1[C:20]2[C:19](=[O:21])[C:18]3[C:13](=[CH:14][CH:15]=[CH:16][CH:17]=3)[S:12][C:11]=2[CH:10]=[C:9]([OH:22])[CH:8]=1.C([O-])([O-])=O.[K+].[K+]. Given the product [OH:6][C:7]1[C:20]2[C:19](=[O:21])[C:18]3[C:13](=[CH:14][CH:15]=[CH:16][CH:17]=3)[S:12][C:11]=2[CH:10]=[C:9]([O:22][CH2:1][CH:3]2[CH2:4][O:5]2)[CH:8]=1, predict the reactants needed to synthesize it. (4) Given the product [CH2:30]([C:34]1[CH:4]=[CH:3][N:5]=[CH:6][CH:8]=1)[CH2:31][CH2:32][CH2:17][CH2:18][CH2:19][CH2:20][CH2:21][CH2:22][CH2:23][CH2:24][CH2:15][C:12]1[CH:13]=[CH:14][N:9]=[CH:10][CH:11]=1, predict the reactants needed to synthesize it. The reactants are: [Li+].C[CH:3]([N-:5][CH:6]([CH3:8])C)[CH3:4].[N:9]1[CH:14]=[CH:13][C:12]([CH3:15])=[CH:11][CH:10]=1.I[CH2:17][CH2:18][CH2:19][CH2:20][CH2:21][CH2:22][CH2:23][CH2:24]CCI.[NH4+].[Cl-].[CH2:30]1[CH2:34]O[CH2:32][CH2:31]1. (5) Given the product [C:49]([NH:48][CH2:47][CH2:46][C:45]1[C:39]2[O:38][C:37]([CH2:36][O:1][CH:2]3[CH:7]([C:8]4[CH:13]=[CH:12][C:11]([O:14][CH2:15][CH2:16][CH2:17][O:18][CH2:19][C:20]5[CH:25]=[CH:24][CH:23]=[CH:22][C:21]=5[O:26][CH3:27])=[CH:10][CH:9]=4)[CH2:6][CH2:5][N:4]([C:28]([O:30][C:31]([CH3:34])([CH3:33])[CH3:32])=[O:29])[CH2:3]3)=[CH:41][C:40]=2[CH:42]=[CH:43][CH:44]=1)(=[O:51])[CH3:50], predict the reactants needed to synthesize it. The reactants are: [OH:1][CH:2]1[CH:7]([C:8]2[CH:13]=[CH:12][C:11]([O:14][CH2:15][CH2:16][CH2:17][O:18][CH2:19][C:20]3[CH:25]=[CH:24][CH:23]=[CH:22][C:21]=3[O:26][CH3:27])=[CH:10][CH:9]=2)[CH2:6][CH2:5][N:4]([C:28]([O:30][C:31]([CH3:34])([CH3:33])[CH3:32])=[O:29])[CH2:3]1.Cl[CH2:36][C:37]1[O:38][C:39]2[C:45]([CH2:46][CH2:47][NH:48][C:49](=[O:51])[CH3:50])=[CH:44][CH:43]=[CH:42][C:40]=2[CH:41]=1.